From a dataset of Forward reaction prediction with 1.9M reactions from USPTO patents (1976-2016). Predict the product of the given reaction. The product is: [CH2:34]([O:28][C:5]1[CH:6]=[C:7]([C:10]2[O:11][CH:12]=[C:13]([CH2:15][NH:16][C:17](=[O:27])[C:18]3[CH:23]=[CH:22][CH:21]=[CH:20][C:19]=3[O:24][CH2:25][CH3:26])[N:14]=2)[CH:8]=[CH:9][C:4]=1[O:3][CH:2]([F:1])[F:29])[CH2:33][CH:32]=[CH2:31]. Given the reactants [F:1][CH:2]([F:29])[O:3][C:4]1[CH:9]=[CH:8][C:7]([C:10]2[O:11][CH:12]=[C:13]([CH2:15][NH:16][C:17](=[O:27])[C:18]3[CH:23]=[CH:22][CH:21]=[CH:20][C:19]=3[O:24][CH2:25][CH3:26])[N:14]=2)=[CH:6][C:5]=1[OH:28].Br[CH2:31][CH2:32][CH:33]=[CH2:34], predict the reaction product.